This data is from Forward reaction prediction with 1.9M reactions from USPTO patents (1976-2016). The task is: Predict the product of the given reaction. (1) Given the reactants [C:1]([O:5][C:6]([NH:8][C:9]1[CH:14]=[CH:13][C:12]([S:15][C:16]2[CH:24]=[CH:23][C:19]([C:20](O)=[O:21])=[CH:18][C:17]=2[NH:25][C:26]2[C:27]3[CH:35]=[CH:34][C:33]([CH:36]([CH3:38])[CH3:37])=[N:32][C:28]=3[N:29]=[CH:30][N:31]=2)=[CH:11][CH:10]=1)=[O:7])([CH3:4])([CH3:3])[CH3:2].F[B-](F)(F)F.N1(OC(N(C)C)=[N+](C)C)C2C=CC=CC=2N=N1.[P:61]([O:79][C:80]([CH3:83])([CH3:82])[CH3:81])([O:74][C:75]([CH3:78])([CH3:77])[CH3:76])([O:63][CH2:64][C:65]([NH2:73])([C:67]1[CH:72]=[CH:71][CH:70]=[CH:69][CH:68]=1)[CH3:66])=[O:62].C(N(CC)C(C)C)(C)C, predict the reaction product. The product is: [C:80]([O:79][P:61]([O:63][CH2:64][C:65]([NH:73][C:20]([C:19]1[CH:23]=[CH:24][C:16]([S:15][C:12]2[CH:13]=[CH:14][C:9]([NH:8][C:6](=[O:7])[O:5][C:1]([CH3:2])([CH3:4])[CH3:3])=[CH:10][CH:11]=2)=[C:17]([NH:25][C:26]2[C:27]3[CH:35]=[CH:34][C:33]([CH:36]([CH3:37])[CH3:38])=[N:32][C:28]=3[N:29]=[CH:30][N:31]=2)[CH:18]=1)=[O:21])([C:67]1[CH:68]=[CH:69][CH:70]=[CH:71][CH:72]=1)[CH3:66])([O:74][C:75]([CH3:78])([CH3:76])[CH3:77])=[O:62])([CH3:81])([CH3:82])[CH3:83]. (2) Given the reactants [F:1][C:2]([F:20])([F:19])[C:3](O)=[CH:4][C:5]([C:7]1[CH:17]=[CH:16][C:10]2[O:11][CH2:12][C:13](=[O:15])[NH:14][C:9]=2[CH:8]=1)=O.[F:21][C:22]([F:32])([F:31])[C:23]1[CH:28]=[CH:27][CH:26]=[CH:25][C:24]=1[NH:29][NH2:30], predict the reaction product. The product is: [F:1][C:2]([F:20])([F:19])[C:3]1[CH:4]=[C:5]([C:7]2[CH:17]=[CH:16][C:10]3[O:11][CH2:12][C:13](=[O:15])[NH:14][C:9]=3[CH:8]=2)[N:29]([C:24]2[CH:25]=[CH:26][CH:27]=[CH:28][C:23]=2[C:22]([F:21])([F:32])[F:31])[N:30]=1. (3) The product is: [OH:2][CH2:3][C:5]1[S:6][C:7]([S:10]([NH2:11])(=[O:13])=[O:12])=[CH:8][CH:9]=1. Given the reactants C[O:2][C:3]([C:5]1[S:6][C:7]([S:10](=[O:13])(=[O:12])[NH2:11])=[CH:8][CH:9]=1)=O.[BH4-].[Li+], predict the reaction product. (4) Given the reactants C(OC(=O)[NH:7][CH:8]1[CH2:13][CH2:12][N:11]([C:14]2[C:23]3[C:18](=[CH:19][N:20]=[CH:21][CH:22]=3)[CH:17]=[C:16]([C:24]3[CH:29]=[CH:28][N:27]=[CH:26][CH:25]=3)[N:15]=2)[CH2:10][CH2:9]1)(C)(C)C, predict the reaction product. The product is: [N:27]1[CH:28]=[CH:29][C:24]([C:16]2[N:15]=[C:14]([N:11]3[CH2:12][CH2:13][CH:8]([NH2:7])[CH2:9][CH2:10]3)[C:23]3[C:18]([CH:17]=2)=[CH:19][N:20]=[CH:21][CH:22]=3)=[CH:25][CH:26]=1.